From a dataset of Full USPTO retrosynthesis dataset with 1.9M reactions from patents (1976-2016). Predict the reactants needed to synthesize the given product. Given the product [OH:2][C:3]1[CH:4]=[C:5]([C:9]2([C:12]#[N:13])[CH2:10][CH2:11]2)[CH:6]=[CH:7][CH:8]=1, predict the reactants needed to synthesize it. The reactants are: C[O:2][C:3]1[CH:4]=[C:5]([C:9]2([C:12]#[N:13])[CH2:11][CH2:10]2)[CH:6]=[CH:7][CH:8]=1.B(Br)(Br)Br.ClCCl.